From a dataset of Forward reaction prediction with 1.9M reactions from USPTO patents (1976-2016). Predict the product of the given reaction. (1) Given the reactants [C:1]([O:4][C@@H:5]([C@H:16]1[C@H:21]([NH:22][C:23](=[O:25])[CH3:24])[C@@H:20](OC(=O)C)[CH2:19][C@@:18](OC(=O)C)([C:30]([O:32][CH3:33])=[O:31])[O:17]1)[C@H:6]([O:12][C:13](=[O:15])[CH3:14])[CH2:7][O:8][C:9](=[O:11])[CH3:10])(=[O:3])[CH3:2].[Si](OS(C(F)(F)F)(=O)=O)(C)(C)C, predict the reaction product. The product is: [C:1]([O:4][C@@H:5]([C@H:16]1[C@@H:21]2[N:22]=[C:23]([CH3:24])[O:25][C@@H:20]2[CH:19]=[C:18]([C:30]([O:32][CH3:33])=[O:31])[O:17]1)[C@H:6]([O:12][C:13](=[O:15])[CH3:14])[CH2:7][O:8][C:9](=[O:11])[CH3:10])(=[O:3])[CH3:2]. (2) Given the reactants [CH3:1][O:2][C:3]1[CH:4]=[C:5]2[C:10](=[CH:11][C:12]=1[O:13][CH2:14][CH2:15][NH:16][CH3:17])[N:9]=[CH:8][N:7]([CH2:18][O:19][C:20](=[O:25])[C:21]([CH3:24])([CH3:23])[CH3:22])[C:6]2=[O:26].ClC1[CH:33]=[C:32]([CH3:34])[N:31]=[CH:30][N:29]=1.[CH:35](N(CC)C(C)C)(C)C, predict the reaction product. The product is: [CH3:1][O:2][C:3]1[CH:4]=[C:5]2[C:10](=[CH:11][C:12]=1[O:13][CH2:14][CH2:15][N:16]([CH3:35])[C:17]1[CH:33]=[C:32]([CH3:34])[N:31]=[CH:30][N:29]=1)[N:9]=[CH:8][N:7]([CH2:18][O:19][C:20](=[O:25])[C:21]([CH3:23])([CH3:22])[CH3:24])[C:6]2=[O:26].